Dataset: NCI-60 drug combinations with 297,098 pairs across 59 cell lines. Task: Regression. Given two drug SMILES strings and cell line genomic features, predict the synergy score measuring deviation from expected non-interaction effect. (1) Drug 1: CN(C)N=NC1=C(NC=N1)C(=O)N. Drug 2: CN(C)C1=NC(=NC(=N1)N(C)C)N(C)C. Cell line: HCC-2998. Synergy scores: CSS=0.381, Synergy_ZIP=1.40, Synergy_Bliss=3.91, Synergy_Loewe=-2.08, Synergy_HSA=-0.735. (2) Drug 1: C1=C(C(=O)NC(=O)N1)F. Drug 2: C1=NC(=NC(=O)N1C2C(C(C(O2)CO)O)O)N. Cell line: EKVX. Synergy scores: CSS=20.4, Synergy_ZIP=0.881, Synergy_Bliss=-2.32, Synergy_Loewe=-2.59, Synergy_HSA=-2.89.